From a dataset of Full USPTO retrosynthesis dataset with 1.9M reactions from patents (1976-2016). Predict the reactants needed to synthesize the given product. (1) Given the product [CH2:1]([O:3][C:4]([C:6]1[N:7]([CH3:21])[C:8]([C:22]#[N:23])=[C:9]([C:18]#[N:19])[C:10]=1[C:11]1[CH:16]=[CH:15][C:14]([Br:17])=[CH:13][CH:12]=1)=[O:5])[CH3:2], predict the reactants needed to synthesize it. The reactants are: [CH2:1]([O:3][C:4]([C:6]1[N:7]([CH3:21])[C:8](Br)=[C:9]([C:18]#[N:19])[C:10]=1[C:11]1[CH:16]=[CH:15][C:14]([Br:17])=[CH:13][CH:12]=1)=[O:5])[CH3:2].[C-:22]#[N:23].[K+].O.C(Cl)Cl. (2) Given the product [NH2:1][C:2]1[C:3]2[N:4]([C:8]([CH:25]3[CH2:28][CH2:27][CH2:26]3)=[N:9][C:10]=2[C:11]2[CH2:12][CH2:13][N:14]([C:17]([CH:19]3[CH2:24][CH2:23][CH2:22][CH2:21][CH2:20]3)=[O:18])[CH2:15][CH:16]=2)[CH:5]=[CH:6][N:7]=1, predict the reactants needed to synthesize it. The reactants are: [NH2:1][C:2]1[C:3]2[N:4]([C:8]([CH:25]3[CH2:28][CH2:27][CH2:26]3)=[N:9][C:10]=2[C:11]2[CH2:12][CH2:13][N:14]([C:17]([C:19]3[CH:24]=[CH:23][CH:22]=[CH:21][CH:20]=3)=[O:18])[CH2:15][CH:16]=2)[CH:5]=[CH:6][N:7]=1.C1(C(O)=O)CCCCC1. (3) Given the product [C:29]([O:31][C:2]1[N:14]=[C:13]([C:15]2[CH:16]=[C:17]3[C:21](=[CH:22][CH:23]=2)[N:20]([CH3:24])[CH:19]=[CH:18]3)[C:12]([CH:25]=[CH2:26])=[C:11]([O:6][C:7]([CH3:10])([CH3:9])[CH3:8])[C:3]=1[C:4]([O:6][C:7]([CH3:10])([CH3:9])[CH3:8])=[O:5])([CH3:32])([CH3:30])[CH3:28], predict the reactants needed to synthesize it. The reactants are: F[C:2]1[N:14]=[C:13]([C:15]2[CH:16]=[C:17]3[C:21](=[CH:22][CH:23]=2)[N:20]([CH3:24])[CH:19]=[CH:18]3)[C:12]([CH:25]=[CH2:26])=[C:11](F)[C:3]=1[C:4]([O:6][C:7]([CH3:10])([CH3:9])[CH3:8])=[O:5].[CH3:28][C:29]([CH3:32])([O-:31])[CH3:30].[K+].